Dataset: Forward reaction prediction with 1.9M reactions from USPTO patents (1976-2016). Task: Predict the product of the given reaction. The product is: [F:40][CH2:41][CH2:42][CH2:43][O:19][C:15]1[CH:14]=[C:13]([C:11]2[N:12]=[C:6]3[CH:5]=[C:4]([NH:3][CH3:2])[CH:9]=[CH:8][N:7]3[CH:10]=2)[CH:18]=[CH:17][CH:16]=1. Given the reactants Br.[CH3:2][NH:3][C:4]1[CH:9]=[CH:8][N:7]2[CH:10]=[C:11]([C:13]3[CH:14]=[C:15]([OH:19])[CH:16]=[CH:17][CH:18]=3)[N:12]=[C:6]2[CH:5]=1.N1(C2C=CN3C=C(C4C=CC(O)=CC=4)N=C3C=2)CCC1.[F:40][CH2:41][CH2:42][CH2:43]I, predict the reaction product.